Task: Regression. Given two drug SMILES strings and cell line genomic features, predict the synergy score measuring deviation from expected non-interaction effect.. Dataset: NCI-60 drug combinations with 297,098 pairs across 59 cell lines (1) Drug 1: CCCS(=O)(=O)NC1=C(C(=C(C=C1)F)C(=O)C2=CNC3=C2C=C(C=N3)C4=CC=C(C=C4)Cl)F. Drug 2: CC1CCC2CC(C(=CC=CC=CC(CC(C(=O)C(C(C(=CC(C(=O)CC(OC(=O)C3CCCCN3C(=O)C(=O)C1(O2)O)C(C)CC4CCC(C(C4)OC)OCCO)C)C)O)OC)C)C)C)OC. Cell line: UACC-257. Synergy scores: CSS=38.9, Synergy_ZIP=7.74, Synergy_Bliss=7.19, Synergy_Loewe=3.45, Synergy_HSA=3.79. (2) Drug 1: C1=CN(C(=O)N=C1N)C2C(C(C(O2)CO)O)O.Cl. Drug 2: C1CN1C2=NC(=NC(=N2)N3CC3)N4CC4. Cell line: T-47D. Synergy scores: CSS=22.2, Synergy_ZIP=-5.94, Synergy_Bliss=-0.623, Synergy_Loewe=-1.17, Synergy_HSA=-0.343. (3) Drug 1: CS(=O)(=O)C1=CC(=C(C=C1)C(=O)NC2=CC(=C(C=C2)Cl)C3=CC=CC=N3)Cl. Drug 2: COC1=CC(=CC(=C1O)OC)C2C3C(COC3=O)C(C4=CC5=C(C=C24)OCO5)OC6C(C(C7C(O6)COC(O7)C8=CC=CS8)O)O. Cell line: SF-295. Synergy scores: CSS=49.4, Synergy_ZIP=0.783, Synergy_Bliss=1.28, Synergy_Loewe=-16.5, Synergy_HSA=2.65. (4) Drug 1: CNC(=O)C1=NC=CC(=C1)OC2=CC=C(C=C2)NC(=O)NC3=CC(=C(C=C3)Cl)C(F)(F)F. Drug 2: COCCOC1=C(C=C2C(=C1)C(=NC=N2)NC3=CC=CC(=C3)C#C)OCCOC.Cl. Cell line: NCI-H460. Synergy scores: CSS=-1.85, Synergy_ZIP=3.21, Synergy_Bliss=4.22, Synergy_Loewe=-1.79, Synergy_HSA=-1.06. (5) Drug 1: C1CCN(CC1)CCOC2=CC=C(C=C2)C(=O)C3=C(SC4=C3C=CC(=C4)O)C5=CC=C(C=C5)O. Drug 2: CN(CCCl)CCCl.Cl. Cell line: MDA-MB-231. Synergy scores: CSS=6.26, Synergy_ZIP=0.531, Synergy_Bliss=4.00, Synergy_Loewe=-6.02, Synergy_HSA=-0.902. (6) Drug 2: N.N.Cl[Pt+2]Cl. Drug 1: COC1=C2C(=CC3=C1OC=C3)C=CC(=O)O2. Cell line: HOP-92. Synergy scores: CSS=41.4, Synergy_ZIP=-1.60, Synergy_Bliss=-1.39, Synergy_Loewe=-12.7, Synergy_HSA=-1.77. (7) Drug 1: CC12CCC3C(C1CCC2O)C(CC4=C3C=CC(=C4)O)CCCCCCCCCS(=O)CCCC(C(F)(F)F)(F)F. Drug 2: B(C(CC(C)C)NC(=O)C(CC1=CC=CC=C1)NC(=O)C2=NC=CN=C2)(O)O. Cell line: RXF 393. Synergy scores: CSS=34.6, Synergy_ZIP=0.133, Synergy_Bliss=-2.48, Synergy_Loewe=-59.2, Synergy_HSA=-3.69. (8) Drug 1: C1=NC2=C(N1)C(=S)N=C(N2)N. Drug 2: CCC1(CC2CC(C3=C(CCN(C2)C1)C4=CC=CC=C4N3)(C5=C(C=C6C(=C5)C78CCN9C7C(C=CC9)(C(C(C8N6C)(C(=O)OC)O)OC(=O)C)CC)OC)C(=O)OC)O.OS(=O)(=O)O. Cell line: K-562. Synergy scores: CSS=67.0, Synergy_ZIP=0.822, Synergy_Bliss=0.0897, Synergy_Loewe=-3.41, Synergy_HSA=1.27. (9) Drug 1: CCN(CC)CCNC(=O)C1=C(NC(=C1C)C=C2C3=C(C=CC(=C3)F)NC2=O)C. Drug 2: CC(C)(C#N)C1=CC(=CC(=C1)CN2C=NC=N2)C(C)(C)C#N. Cell line: HCT116. Synergy scores: CSS=1.11, Synergy_ZIP=-0.355, Synergy_Bliss=0.00860, Synergy_Loewe=-3.59, Synergy_HSA=-5.02. (10) Drug 1: C1CC(C1)(C(=O)O)C(=O)O.[NH2-].[NH2-].[Pt+2]. Drug 2: N.N.Cl[Pt+2]Cl. Cell line: A498. Synergy scores: CSS=34.8, Synergy_ZIP=-8.02, Synergy_Bliss=1.93, Synergy_Loewe=-10.8, Synergy_HSA=2.41.